From a dataset of Forward reaction prediction with 1.9M reactions from USPTO patents (1976-2016). Predict the product of the given reaction. (1) Given the reactants [F:1][C:2]1[CH:19]=[CH:18][C:5]([CH2:6][CH2:7][C:8]2[CH:9]=[C:10]([CH:15]=[CH:16][N:17]=2)[C:11]([O:13][CH3:14])=[O:12])=[CH:4][CH:3]=1, predict the reaction product. The product is: [F:1][C:2]1[CH:19]=[CH:18][C:5]([CH2:6][CH2:7][CH:8]2[CH2:9][CH:10]([C:11]([O:13][CH3:14])=[O:12])[CH2:15][CH2:16][NH:17]2)=[CH:4][CH:3]=1. (2) Given the reactants [CH2:1]([O:3][C:4](=[O:13])/[C:5](/Br)=[CH:6]/[CH:7]1[CH2:11][CH2:10][CH2:9][CH2:8]1)[CH3:2].[CH3:14][S:15][C:16]1[CH:21]=[CH:20][C:19](B(O)O)=[CH:18][CH:17]=1.C(O)C.C(=O)([O-])[O-].[Na+].[Na+], predict the reaction product. The product is: [CH2:1]([O:3][C:4](=[O:13])/[C:5](/[C:19]1[CH:20]=[CH:21][C:16]([S:15][CH3:14])=[CH:17][CH:18]=1)=[CH:6]/[CH:7]1[CH2:11][CH2:10][CH2:9][CH2:8]1)[CH3:2]. (3) Given the reactants [F:1][C:2]([F:44])([F:43])[C:3]1[CH:4]=[C:5]([CH:40]=[CH:41][CH:42]=1)[CH2:6][NH:7][C:8]([C:10]1[CH:15]=[CH:14][N:13]=[C:12]([C:16]2[CH:21]=[C:20]([N:22]3[CH2:27][CH2:26][CH2:25][CH2:24][CH2:23]3)[CH:19]=[CH:18][C:17]=2[NH:28][C:29]([C:31]2[CH:32]=[C:33]([CH:37]=[CH:38][CH:39]=2)[C:34](O)=[O:35])=[O:30])[CH:11]=1)=[O:9].C[N:46]([CH2:90][CH2:91][N:92]1[CH2:97][CH2:96][O:95][CH2:94][CH2:93]1)[C:47](=O)[C:48]1[CH:88]=CC=C(C(NC2C=CC(N3CCCCC3)=CC=2C2C=C(C(=O)NCC3C=CC=C(C(F)(F)F)C=3)C=CN=2)=O)C=1.Cl.O1CCN(CCNC2CC2)CC1, predict the reaction product. The product is: [CH:47]1([N:46]([CH2:90][CH2:91][N:92]2[CH2:93][CH2:94][O:95][CH2:96][CH2:97]2)[C:34](=[O:35])[C:33]2[CH:37]=[CH:38][CH:39]=[C:31]([C:29]([NH:28][C:17]3[CH:18]=[CH:19][C:20]([N:22]4[CH2:27][CH2:26][CH2:25][CH2:24][CH2:23]4)=[CH:21][C:16]=3[C:12]3[CH:11]=[C:10]([C:8](=[O:9])[NH:7][CH2:6][C:5]4[CH:40]=[CH:41][CH:42]=[C:3]([C:2]([F:43])([F:44])[F:1])[CH:4]=4)[CH:15]=[CH:14][N:13]=3)=[O:30])[CH:32]=2)[CH2:48][CH2:88]1. (4) The product is: [CH2:3]([O:11][CH2:12][C:13]([CH2:18][O:19][CH2:3][C:4]1[CH:9]=[CH:8][CH:7]=[CH:6][CH:5]=1)([CH2:16][O:17][CH2:3][C:4]1[CH:9]=[CH:8][CH:7]=[CH:6][CH:5]=1)[CH2:14][OH:15])[C:4]1[CH:9]=[CH:8][CH:7]=[CH:6][CH:5]=1. Given the reactants [H-].[Na+].[CH2:3](Br)[C:4]1[CH:9]=[CH:8][CH:7]=[CH:6][CH:5]=1.[OH:11][CH2:12][C:13]([CH2:18][OH:19])([CH2:16][OH:17])[CH2:14][OH:15].[Cl-].[NH4+], predict the reaction product. (5) Given the reactants [O:1]1[CH:5]=[CH:4][CH:3]=[C:2]1[CH2:6][NH:7][S:8]([C:11]1[CH:19]=[CH:18][C:14]([C:15]([OH:17])=[O:16])=[CH:13][CH:12]=1)(=[O:10])=[O:9].C(=O)([O-])[O-].[Cs+].[Cs+].Br[CH2:27][C:28]1[CH:33]=[CH:32][CH:31]=[CH:30][CH:29]=1, predict the reaction product. The product is: [CH2:27]([N:7]([CH2:6][C:2]1[O:1][CH:5]=[CH:4][CH:3]=1)[S:8]([C:11]1[CH:19]=[CH:18][C:14]([C:15]([OH:17])=[O:16])=[CH:13][CH:12]=1)(=[O:10])=[O:9])[C:28]1[CH:33]=[CH:32][CH:31]=[CH:30][CH:29]=1.